Predict the product of the given reaction. From a dataset of Forward reaction prediction with 1.9M reactions from USPTO patents (1976-2016). (1) Given the reactants [N+:1]([C:4]1[CH:14]=[CH:13][C:7]([O:8][CH2:9][C:10]([OH:12])=O)=[CH:6][CH:5]=1)([O-:3])=[O:2].Cl.C(N(CC)CC)C.[C:23](=[N:26]O)([NH2:25])[CH3:24].CCN=C=NCCCN(C)C.Cl.C(N(C(C)C)CC)(C)C, predict the reaction product. The product is: [CH3:24][C:23]1[N:26]=[C:10]([CH2:9][O:8][C:7]2[CH:6]=[CH:5][C:4]([N+:1]([O-:3])=[O:2])=[CH:14][CH:13]=2)[O:12][N:25]=1. (2) Given the reactants [CH2:1]([NH:8][C:9]([N:11]1[C:19]2[C:14](=[CH:15][C:16]([NH:20][S:21]([C:24]3[CH:29]=[C:28]([Cl:30])[CH:27]=[C:26]([Cl:31])[CH:25]=3)(=[O:23])=[O:22])=[CH:17][CH:18]=2)[CH:13]=[CH:12]1)=[O:10])[C:2]1[CH:7]=[CH:6][CH:5]=[CH:4][CH:3]=1.C(=O)([O-])[O-].[K+].[K+].Br[CH2:39][C:40]([O:42][C:43]([CH3:46])([CH3:45])[CH3:44])=[O:41].O, predict the reaction product. The product is: [CH2:1]([NH:8][C:9]([N:11]1[C:19]2[C:14](=[CH:15][C:16]([N:20]([CH2:39][C:40]([O:42][C:43]([CH3:46])([CH3:45])[CH3:44])=[O:41])[S:21]([C:24]3[CH:29]=[C:28]([Cl:30])[CH:27]=[C:26]([Cl:31])[CH:25]=3)(=[O:23])=[O:22])=[CH:17][CH:18]=2)[CH:13]=[CH:12]1)=[O:10])[C:2]1[CH:7]=[CH:6][CH:5]=[CH:4][CH:3]=1. (3) Given the reactants [CH3:1][C:2]([OH:7])([CH3:6])[CH2:3][CH2:4][OH:5].[N+:8]([C:11]1[CH:18]=[CH:17][CH:16]=[C:15]([N+]([O-])=O)[C:12]=1[C:13]#[N:14])([O-:10])=[O:9], predict the reaction product. The product is: [OH:7][C:2]([CH3:6])([CH3:1])[CH2:3][CH2:4][O:5][C:15]1[CH:16]=[CH:17][CH:18]=[C:11]([N+:8]([O-:10])=[O:9])[C:12]=1[C:13]#[N:14]. (4) Given the reactants [H-].[Na+].CN(C=O)C.[Cl:8][C:9]1[CH:10]=[CH:11][C:12]([CH3:30])=[C:13]([C@H:15]([OH:29])[C@@H:16]2[CH2:21][CH2:20][CH2:19][N:18]([C:22]([O:24][C:25]([CH3:28])([CH3:27])[CH3:26])=[O:23])[CH2:17]2)[CH:14]=1.Br[CH2:32][C:33]([O:35][CH2:36][CH3:37])=[O:34], predict the reaction product. The product is: [Cl:8][C:9]1[CH:10]=[CH:11][C:12]([CH3:30])=[C:13]([C@H:15]([O:29][CH2:32][C:33]([O:35][CH2:36][CH3:37])=[O:34])[C@@H:16]2[CH2:21][CH2:20][CH2:19][N:18]([C:22]([O:24][C:25]([CH3:26])([CH3:27])[CH3:28])=[O:23])[CH2:17]2)[CH:14]=1. (5) Given the reactants BrC1C=CC=C2C=1C(O)(C1C(O)=CC3OCOC=3C=1)C(=O)N2CCCCC.O[C:29]1([C:53]2[C:61]([OH:62])=[CH:60][C:56]3[O:57][CH2:58][O:59][C:55]=3[CH:54]=2)[C:37]2[C:32](=[CH:33][CH:34]=[CH:35][CH:36]=2)[N:31]([CH2:38][CH2:39][CH2:40][N:41]2[C:49](=[O:50])[C:48]3[C:43](=[CH:44][CH:45]=[CH:46][CH:47]=3)[C:42]2=[O:51])[C:30]1=[O:52], predict the reaction product. The product is: [OH:62][C:61]1[C:53]([CH:29]2[C:37]3[C:32](=[CH:33][CH:34]=[CH:35][CH:36]=3)[N:31]([CH2:38][CH2:39][CH2:40][N:41]3[C:49](=[O:50])[C:48]4[C:43](=[CH:44][CH:45]=[CH:46][CH:47]=4)[C:42]3=[O:51])[C:30]2=[O:52])=[CH:54][C:55]2[O:59][CH2:58][O:57][C:56]=2[CH:60]=1. (6) Given the reactants [F:1][C:2]1[CH:10]=[CH:9][C:8]([O:11][C:12]2[C:17]([CH:18]=[O:19])=[CH:16][CH:15]=[CH:14][N:13]=2)=[CH:7][C:3]=1[C:4]([OH:6])=[O:5].CC1C=CC(S([CH2:30][N+:31]#[C-:32])(=O)=O)=CC=1.C1CCN2C(=NCCC2)CC1, predict the reaction product. The product is: [F:1][C:2]1[CH:10]=[CH:9][C:8]([O:11][C:12]2[C:17]([C:18]3[O:19][CH:32]=[N:31][CH:30]=3)=[CH:16][CH:15]=[CH:14][N:13]=2)=[CH:7][C:3]=1[C:4]([OH:6])=[O:5].